This data is from Full USPTO retrosynthesis dataset with 1.9M reactions from patents (1976-2016). The task is: Predict the reactants needed to synthesize the given product. Given the product [CH:28]1([CH2:34][S:35]([NH:1][CH2:2][CH2:3][CH2:4][CH2:5][N:6]2[CH2:11][CH2:10][N:9]([C:12]([O:14][C:15]([CH3:18])([CH3:17])[CH3:16])=[O:13])[CH2:8][CH2:7]2)(=[O:37])=[O:36])[CH2:33][CH2:32][CH2:31][CH2:30][CH2:29]1, predict the reactants needed to synthesize it. The reactants are: [NH2:1][CH2:2][CH2:3][CH2:4][CH2:5][N:6]1[CH2:11][CH2:10][N:9]([C:12]([O:14][C:15]([CH3:18])([CH3:17])[CH3:16])=[O:13])[CH2:8][CH2:7]1.C(N(C(C)C)CC)(C)C.[CH:28]1([CH2:34][S:35](Cl)(=[O:37])=[O:36])[CH2:33][CH2:32][CH2:31][CH2:30][CH2:29]1.